This data is from Reaction yield outcomes from USPTO patents with 853,638 reactions. The task is: Predict the reaction yield, written as a fraction of the theoretical maximum amount of product (1.0 means a 100% yield; for example, 0.34 means a 34% yield). (1) The reactants are [Li+].[OH-].[CH2:3]([O:10][N:11]1[C:17](=[O:18])[N:16]2[CH2:19][C@H:12]1[CH2:13][CH2:14][C@H:15]2[C:20]([O:22]CC)=[O:21])[C:4]1[CH:9]=[CH:8][CH:7]=[CH:6][CH:5]=1. The catalyst is C1COCC1.O. The product is [CH2:3]([O:10][N:11]1[C:17](=[O:18])[N:16]2[CH2:19][C@H:12]1[CH2:13][CH2:14][C@H:15]2[C:20]([OH:22])=[O:21])[C:4]1[CH:9]=[CH:8][CH:7]=[CH:6][CH:5]=1. The yield is 0.777. (2) The reactants are [F:1][C:2]1[CH:3]=[CH:4][C:5]2[O:10][CH2:9][C:8](=[O:11])[NH:7][C:6]=2[CH:12]=1.C([O-])([O-])=O.[Cs+].[Cs+].[Cl:19][CH2:20][CH2:21][CH2:22]I. The catalyst is CCCCCCC.CCOC(C)=O. The product is [Cl:19][CH2:20][CH2:21][CH2:22][N:7]1[C:6]2[CH:12]=[C:2]([F:1])[CH:3]=[CH:4][C:5]=2[O:10][CH2:9][C:8]1=[O:11]. The yield is 0.780. (3) The reactants are Cl.C(O[C:5]([C:7]1[CH:8]=[C:9]2[C:13](=[CH:14][CH:15]=1)[NH:12][N:11]=[C:10]2[C:16]1[CH:21]=[CH:20][C:19]([F:22])=[CH:18][CH:17]=1)=[NH:6])C.C(N(CC)CC)C.[CH3:30][O:31][C:32]1[CH:41]=[CH:40][C:35]([C:36]([NH:38][NH2:39])=O)=[CH:34][CH:33]=1. No catalyst specified. The product is [F:22][C:19]1[CH:18]=[CH:17][C:16]([C:10]2[C:9]3[C:13](=[CH:14][CH:15]=[C:7]([C:5]4[NH:6][C:36]([C:35]5[CH:40]=[CH:41][C:32]([O:31][CH3:30])=[CH:33][CH:34]=5)=[N:38][N:39]=4)[CH:8]=3)[NH:12][N:11]=2)=[CH:21][CH:20]=1. The yield is 0.370. (4) The reactants are [Li+].[BH4-].CO.[H][H].C([O:9][C:10](=O)[C:11]([CH3:19])([CH3:18])[CH2:12][CH2:13][CH2:14][CH2:15][CH2:16][Br:17])C.Cl.[Cl-].[NH4+]. The catalyst is ClCCl. The product is [Br:17][CH2:16][CH2:15][CH2:14][CH2:13][CH2:12][C:11]([CH3:19])([CH3:18])[CH2:10][OH:9]. The yield is 0.880. (5) The reactants are [F:1][C:2]1[CH:7]=[C:6]([CH2:8]O)[CH:5]=[CH:4][C:3]=1[C:10]1[C:11]([C:16]#[N:17])=[CH:12][CH:13]=[CH:14][CH:15]=1.P(Br)(Br)[Br:19].C(=O)([O-])O.[Na+]. The catalyst is C1(C)C=CC=CC=1. The product is [Br:19][CH2:8][C:6]1[CH:5]=[CH:4][C:3]([C:10]2[C:11]([C:16]#[N:17])=[CH:12][CH:13]=[CH:14][CH:15]=2)=[C:2]([F:1])[CH:7]=1. The yield is 1.00. (6) The reactants are [CH2:1]([O:4][C:5]([NH:7][C:8]1[N:13]=[CH:12][C:11]([C:14]([O:16]C)=O)=[CH:10][CH:9]=1)=[O:6])[CH:2]=[CH2:3].N1([C:24]2[N:29]=[CH:28][C:27]([C:30](OC)=O)=[CH:26][CH:25]=2)CCOCC1. No catalyst specified. The product is [CH3:5][O:4][C:1]1[CH:30]=[C:27]([CH2:26][CH2:25][C:24]2[CH:9]=[C:8]([NH:13][C:14]([C:11]3[CH:10]=[CH:9][C:8]([NH:7][C:5](=[O:6])[O:4][CH2:1][CH:2]=[CH2:3])=[N:13][CH:12]=3)=[O:16])[NH:7][N:29]=2)[CH:28]=[CH:3][CH:2]=1. The yield is 0.370. (7) The reactants are C([Li])(C)(C)C.Br[C:7]1[CH:12]=[CH:11][N:10]=[C:9]([C:13]([F:16])([F:15])[F:14])[CH:8]=1.[Cl:17][C:18]1[CH:19]=[C:20]([F:42])[C:21]([C:40]#[N:41])=[C:22]([C:24]([C:32]2[CH:37]=[CH:36][CH:35]=[C:34]([O:38][CH3:39])[CH:33]=2)=[N:25]S(C(C)(C)C)=O)[CH:23]=1.Cl.CO. The catalyst is C1COCC1. The product is [Cl:17][C:18]1[CH:23]=[C:22]2[C:21]([C:40]([NH2:41])=[N:25][C:24]2([C:32]2[CH:37]=[CH:36][CH:35]=[C:34]([O:38][CH3:39])[CH:33]=2)[C:7]2[CH:12]=[CH:11][N:10]=[C:9]([C:13]([F:16])([F:15])[F:14])[CH:8]=2)=[C:20]([F:42])[CH:19]=1. The yield is 0.390. (8) The reactants are [C:1]([C:3]1[C:4]([O:33][CH3:34])=[C:5]([CH2:13][N:14]([CH3:32])[C:15](=[O:31])[CH:16]([C:24]2[CH:29]=[CH:28][C:27]([F:30])=[CH:26][CH:25]=2)[N:17]2[CH2:21][CH2:20][C@H:19]([NH:22][CH3:23])[CH2:18]2)[C:6]2[C:11]([CH:12]=1)=[CH:10][CH:9]=[CH:8][CH:7]=2)#[N:2].C(N(CC)CC)C.[C:42](Cl)(=[O:44])[CH3:43].C([O-])(O)=O.[Na+]. The catalyst is C(Cl)Cl. The product is [C:42]([N:22]([CH3:23])[C@H:19]1[CH2:20][CH2:21][N:17]([CH:16]([C:24]2[CH:25]=[CH:26][C:27]([F:30])=[CH:28][CH:29]=2)[C:15]([N:14]([CH2:13][C:5]2[C:6]3[C:11](=[CH:10][CH:9]=[CH:8][CH:7]=3)[CH:12]=[C:3]([C:1]#[N:2])[C:4]=2[O:33][CH3:34])[CH3:32])=[O:31])[CH2:18]1)(=[O:44])[CH3:43]. The yield is 0.770. (9) The reactants are Br[C:2]1[CH:7]=[C:6]([C:8]([F:11])([F:10])[F:9])[CH:5]=[C:4]([N+:12]([O-:14])=[O:13])[CH:3]=1.[CH3:15][C:16]1[N:17]=[CH:18][NH:19][CH:20]=1.C(=O)([O-])[O-].[K+].[K+].C(N)CN. The catalyst is CN(C)C=O.COC(C)(C)C.[Na+].[Cl-].C(OC(C)C)(=O)C.[Cu]I. The product is [CH3:15][C:16]1[N:17]=[CH:18][N:19]([C:2]2[CH:7]=[C:6]([C:8]([F:11])([F:10])[F:9])[CH:5]=[C:4]([N+:12]([O-:14])=[O:13])[CH:3]=2)[CH:20]=1. The yield is 0.211.